From a dataset of Forward reaction prediction with 1.9M reactions from USPTO patents (1976-2016). Predict the product of the given reaction. Given the reactants Cl[C:2]1[N:7]=[C:6]([NH:8][C:9]2[CH:18]=[CH:17][C:16]([O:19][CH3:20])=[CH:15][C:10]=2[C:11]([NH:13][CH3:14])=[O:12])[C:5]([Cl:21])=[CH:4][N:3]=1.[NH2:22][C:23]1[CH:36]=[CH:35][C:26]2[NH:27][C:28](=[O:34])[CH2:29][CH2:30][C:31]([CH3:33])([CH3:32])[C:25]=2[CH:24]=1, predict the reaction product. The product is: [Cl:21][C:5]1[C:6]([NH:8][C:9]2[CH:18]=[CH:17][C:16]([O:19][CH3:20])=[CH:15][C:10]=2[C:11]([NH:13][CH3:14])=[O:12])=[N:7][C:2]([NH:22][C:23]2[CH:36]=[CH:35][C:26]3[NH:27][C:28](=[O:34])[CH2:29][CH2:30][C:31]([CH3:33])([CH3:32])[C:25]=3[CH:24]=2)=[N:3][CH:4]=1.